Predict the reactants needed to synthesize the given product. From a dataset of Retrosynthesis with 50K atom-mapped reactions and 10 reaction types from USPTO. (1) Given the product CC(=O)c1ccc2c(c1)C(C)(C)CCS2, predict the reactants needed to synthesize it. The reactants are: CC(=O)Cl.CC1(C)CCSc2ccccc21. (2) Given the product C[C@@H](C=O)NC(=O)OC(C)(C)C, predict the reactants needed to synthesize it. The reactants are: C[C@H](NC(=O)OC(C)(C)C)C(=O)O. (3) Given the product COC(=O)c1cc(NC(=O)c2ccc(Cl)cc2Cl)cc(C(=O)c2ccc(N(C)c3ccc(Cl)cc3)cc2)c1, predict the reactants needed to synthesize it. The reactants are: COC(=O)c1cc(N)cc(C(=O)c2ccc(N(C)c3ccc(Cl)cc3)cc2)c1.O=C(Cl)c1ccc(Cl)cc1Cl. (4) The reactants are: COc1ccc(C2CNC(=O)C2)cc1O.OB(O)c1ccc(Cl)cc1. Given the product COc1ccc(C2CNC(=O)C2)cc1Oc1ccc(Cl)cc1, predict the reactants needed to synthesize it. (5) Given the product O=C1CCCN1C1CCN(CC(O)Cn2nc(-c3ccc(C(F)(F)F)c(SCCN4CCCCC4)c3)c3c2CCN(S(=O)(=O)c2ccccc2)C3)CC1, predict the reactants needed to synthesize it. The reactants are: O=C1CCCN1C1CCN(CC(O)Cn2nc(-c3ccc(C(F)(F)F)c(SCCN4CCCCC4)c3)c3c2CCNC3)CC1.O=S(=O)(Cl)c1ccccc1. (6) Given the product CCCCCCCCc1ccc(S(=O)(=O)Nc2nncs2)cc1, predict the reactants needed to synthesize it. The reactants are: CCCCCCCCc1ccc(S(=O)(=O)Cl)cc1.Nc1nncs1.